Predict the product of the given reaction. From a dataset of Forward reaction prediction with 1.9M reactions from USPTO patents (1976-2016). (1) Given the reactants Br[C:2]1[C:7]([S:8]([OH:11])(=[O:10])=[O:9])=[CH:6][C:5]([S:12]([OH:15])(=[O:14])=[O:13])=[CH:4][C:3]=1[S:16]([OH:19])(=[O:18])=[O:17].[Na:20].[Br:21][C:22]1[CH:27]=[CH:26][C:25](I)=[CH:24][CH:23]=1.N1C=CC=CC=1C1C=CC=CN=1, predict the reaction product. The product is: [Br:21][C:22]1[CH:27]=[CH:26][C:25]([C:2]2[C:7]([S:8]([OH:11])(=[O:10])=[O:9])=[CH:6][C:5]([S:12]([OH:15])(=[O:14])=[O:13])=[CH:4][C:3]=2[S:16]([OH:19])(=[O:18])=[O:17])=[CH:24][CH:23]=1.[Na:20]. (2) Given the reactants IC1C=CC=C(CC([O-])=O)C=1CC([O-])=O.FC(F)(F)S(O)(=O)=O.[Br:24][C:25]1[CH:30]=[CH:29][C:28]([C:31](=[O:33])[CH3:32])=[C:27]([F:34])[CH:26]=1.C(=O)([O-])O.[Na+].[C:40](#[N:42])[CH3:41], predict the reaction product. The product is: [Br:24][C:25]1[CH:30]=[CH:29][C:28]([C:31]2[O:33][C:40]([CH3:41])=[N:42][CH:32]=2)=[C:27]([F:34])[CH:26]=1.